This data is from Full USPTO retrosynthesis dataset with 1.9M reactions from patents (1976-2016). The task is: Predict the reactants needed to synthesize the given product. The reactants are: C[O:2][C:3]1[CH:12]=[C:11]2[C:6]([CH:7]=[CH:8][N:9]=[C:10]2[N:13]2[CH2:18][CH2:17][NH:16][CH2:15][CH2:14]2)=[CH:5][CH:4]=1.Br.[OH-].[Na+].[C:22]([O:26][C:27](O[C:27]([O:26][C:22]([CH3:25])([CH3:24])[CH3:23])=[O:28])=[O:28])([CH3:25])([CH3:24])[CH3:23]. Given the product [C:22]([O:26][C:27]([N:16]1[CH2:17][CH2:18][N:13]([C:10]2[C:11]3[C:6](=[CH:5][CH:4]=[C:3]([OH:2])[CH:12]=3)[CH:7]=[CH:8][N:9]=2)[CH2:14][CH2:15]1)=[O:28])([CH3:25])([CH3:24])[CH3:23], predict the reactants needed to synthesize it.